Dataset: Forward reaction prediction with 1.9M reactions from USPTO patents (1976-2016). Task: Predict the product of the given reaction. Given the reactants C1CN([P+](Br)(N2CCCC2)N2CCCC2)CC1.F[P-](F)(F)(F)(F)F.[CH3:25][C:26]([CH3:39])([CH3:38])[CH2:27][CH2:28][N:29]1[CH2:34][CH2:33][CH:32]([C:35]([OH:37])=O)[CH2:31][CH2:30]1.[NH2:40][CH2:41][C:42]1[CH:61]=[CH:60][C:45]([C:46]([N:48]([CH3:59])[C:49]2[CH:54]=[CH:53][C:52]([C:55]([F:58])([F:57])[F:56])=[CH:51][CH:50]=2)=[O:47])=[CH:44][C:43]=1[CH3:62].CCN(C(C)C)C(C)C, predict the reaction product. The product is: [CH3:62][C:43]1[CH:44]=[C:45]([C:46](=[O:47])[N:48]([CH3:59])[C:49]2[CH:54]=[CH:53][C:52]([C:55]([F:56])([F:57])[F:58])=[CH:51][CH:50]=2)[CH:60]=[CH:61][C:42]=1[CH2:41][NH:40][C:35]([CH:32]1[CH2:31][CH2:30][N:29]([CH2:28][CH2:27][C:26]([CH3:25])([CH3:39])[CH3:38])[CH2:34][CH2:33]1)=[O:37].